Dataset: Reaction yield outcomes from USPTO patents with 853,638 reactions. Task: Predict the reaction yield, written as a fraction of the theoretical maximum amount of product (1.0 means a 100% yield; for example, 0.34 means a 34% yield). (1) The reactants are I.[Cl:2][C:3]1[N:4]=[CH:5][N:6]([C:8]2[CH:13]=[CH:12][C:11]([NH:14][C:15](SC)=[NH:16])=[CH:10][C:9]=2[O:19][CH3:20])[CH:7]=1.[Cl:21][CH2:22][CH2:23][CH2:24][CH2:25][CH:26]([C:30]1[CH:35]=[CH:34][C:33]([O:36][CH:37]([CH3:39])[CH3:38])=[CH:32][CH:31]=1)[C:27](O)=O.CN1CCOCC1.C(N(CC)C(C)C)(C)C.[NH2:56][NH2:57]. No catalyst specified. The product is [Cl:21][CH2:22][CH2:23][CH2:24][CH2:25][CH:26]([C:27]1[NH:57][N:56]=[C:15]([NH:14][C:11]2[CH:12]=[CH:13][C:8]([N:6]3[CH:7]=[C:3]([Cl:2])[N:4]=[CH:5]3)=[C:9]([O:19][CH3:20])[CH:10]=2)[N:16]=1)[C:30]1[CH:35]=[CH:34][C:33]([O:36][CH:37]([CH3:39])[CH3:38])=[CH:32][CH:31]=1. The yield is 0.430. (2) The reactants are Cl.[C:2]1([C@@H:14]2[CH2:19][CH2:18][CH2:17][C@H:16]([NH2:20])[CH2:15]2)[N:6]2[C:7]3[CH:13]=[CH:12][NH:11][C:8]=3[N:9]=[CH:10][C:5]2=[N:4][N:3]=1.C1N=CN([C:26]([N:28]2[CH:32]=N[CH:30]=[CH:29]2)=[O:27])C=1.N1CCC[CH2:34]1. The catalyst is N1C=CC=CC=1. The product is [C:2]1([C@@H:14]2[CH2:19][CH2:18][CH2:17][C@H:16]([NH:20][C:26]([N:28]3[CH2:29][CH2:30][CH2:34][CH2:32]3)=[O:27])[CH2:15]2)[N:6]2[C:7]3[CH:13]=[CH:12][NH:11][C:8]=3[N:9]=[CH:10][C:5]2=[N:4][N:3]=1. The yield is 0.160. (3) The reactants are [CH3:1][O:2][C:3](=[O:30])[CH2:4][C:5]([N:7]([CH:14]1[CH2:19][CH2:18][N:17]([C:20]([O:22][CH2:23][C:24]2[CH:29]=[CH:28][CH:27]=[CH:26][CH:25]=2)=[O:21])[CH2:16][CH2:15]1)[CH2:8][CH2:9][C:10]([O:12]C)=O)=[O:6].CC(C)([O-])C.[K+].O. The catalyst is C1COCC1. The product is [O:6]=[C:5]1[CH:4]([C:3]([O:2][CH3:1])=[O:30])[C:10](=[O:12])[CH2:9][CH2:8][N:7]1[CH:14]1[CH2:19][CH2:18][N:17]([C:20]([O:22][CH2:23][C:24]2[CH:29]=[CH:28][CH:27]=[CH:26][CH:25]=2)=[O:21])[CH2:16][CH2:15]1. The yield is 0.580. (4) The reactants are [CH3:1][C:2]1[CH:3]=[C:4]2[C:8](=[CH:9][C:10]=1[N+:11]([O-])=O)[N:7]([CH:14]1[CH2:19][CH2:18][CH2:17][CH2:16][O:15]1)[N:6]=[C:5]2[CH:20]=[CH2:21]. The catalyst is C(O)C.O1CCCC1.[C].[Pd]. The product is [CH2:20]([C:5]1[C:4]2[C:8](=[CH:9][C:10]([NH2:11])=[C:2]([CH3:1])[CH:3]=2)[N:7]([CH:14]2[CH2:19][CH2:18][CH2:17][CH2:16][O:15]2)[N:6]=1)[CH3:21]. The yield is 0.980. (5) The yield is 0.270. The product is [Cl:1][C:2]1[CH:3]=[C:4]([C:9]([N:11]2[CH2:16][CH2:15][CH2:14][CH:13]([CH2:17][CH3:18])[CH2:12]2)=[O:10])[CH:5]=[N:6][C:7]=1[NH:19][C:20]1[CH:21]=[N:22][C:23]([CH3:26])=[CH:24][CH:25]=1. The reactants are [Cl:1][C:2]1[CH:3]=[C:4]([C:9]([N:11]2[CH2:16][CH2:15][CH2:14][CH:13]([CH2:17][CH3:18])[CH2:12]2)=[O:10])[CH:5]=[N:6][C:7]=1Cl.[NH2:19][C:20]1[CH:21]=[N:22][C:23]([CH3:26])=[CH:24][CH:25]=1.C1C=CC(P(C2C(C3C(P(C4C=CC=CC=4)C4C=CC=CC=4)=CC=C4C=3C=CC=C4)=C3C(C=CC=C3)=CC=2)C2C=CC=CC=2)=CC=1.C(=O)([O-])[O-].[K+].[K+]. The catalyst is C1(C)C=CC=CC=1.CCCCC.CCOCC.CC([O-])=O.CC([O-])=O.[Pd+2].CCOC(C)=O. (6) The reactants are [NH2:1][C:2]1[CH:3]=[C:4]2[C:9](=[C:10]([CH2:12][N:13]([CH3:15])[CH3:14])[CH:11]=1)[N:8]=[CH:7][C:6]([C:16]#[N:17])=[C:5]2[NH:18][C:19]1[CH:24]=[CH:23][CH:22]=[C:21]([Br:25])[CH:20]=1.[CH:26](=O)[C:27]1[CH:32]=[CH:31][CH:30]=[N:29][CH:28]=1.[BH3-]C#N.[Na+]. The catalyst is CCO. The product is [Br:25][C:21]1[CH:20]=[C:19]([NH:18][C:5]2[C:4]3[C:9](=[C:10]([CH2:12][N:13]([CH3:14])[CH3:15])[CH:11]=[C:2]([NH:1][CH2:26][C:27]4[CH:28]=[N:29][CH:30]=[CH:31][CH:32]=4)[CH:3]=3)[N:8]=[CH:7][C:6]=2[C:16]#[N:17])[CH:24]=[CH:23][CH:22]=1. The yield is 0.750. (7) No catalyst specified. The product is [CH3:1][O:2]/[N:3]=[C:4](/[C:31]1[CH:36]=[CH:35][CH:34]=[CH:33][CH:32]=1)\[CH2:5][O:6][C:7]1[CH:8]=[CH:9][C:10]([CH2:11][O:12][C:13]2[CH:18]=[CH:17][C:16]([CH:19]([C:24]3[CH:28]=[CH:27][O:26][N:25]=3)[CH2:20][C:21]([O-:23])=[O:22])=[CH:15][CH:14]=2)=[CH:29][CH:30]=1.[Na+:38]. The yield is 0.712. The reactants are [CH3:1][O:2]/[N:3]=[C:4](/[C:31]1[CH:36]=[CH:35][CH:34]=[CH:33][CH:32]=1)\[CH2:5][O:6][C:7]1[CH:30]=[CH:29][C:10]([CH2:11][O:12][C:13]2[CH:18]=[CH:17][C:16]([CH:19]([C:24]3[CH:28]=[CH:27][O:26][N:25]=3)[CH2:20][C:21]([OH:23])=[O:22])=[CH:15][CH:14]=2)=[CH:9][CH:8]=1.[OH-].[Na+:38].